Dataset: Full USPTO retrosynthesis dataset with 1.9M reactions from patents (1976-2016). Task: Predict the reactants needed to synthesize the given product. (1) Given the product [NH:4]1[C:12]2[C:7](=[CH:8][C:9]([NH:13][C:14]([C:16]3[C:17]([C:22]4[CH:23]=[CH:24][C:25]([C:28]([F:29])([F:30])[F:31])=[CH:26][CH:27]=4)=[CH:18][CH:19]=[CH:20][CH:21]=3)=[O:15])=[CH:10][CH:11]=2)[CH2:6][CH2:5]1, predict the reactants needed to synthesize it. The reactants are: C([N:4]1[C:12]2[C:7](=[CH:8][C:9]([NH:13][C:14]([C:16]3[C:17]([C:22]4[CH:27]=[CH:26][C:25]([C:28]([F:31])([F:30])[F:29])=[CH:24][CH:23]=4)=[CH:18][CH:19]=[CH:20][CH:21]=3)=[O:15])=[CH:10][CH:11]=2)[CH2:6][CH2:5]1)(=O)C.Cl.C(OCC)(=O)C.C(=O)([O-])[O-].[K+].[K+]. (2) Given the product [CH3:1][CH2:2][CH2:3][N:4]([C@@H:12]1[CH2:22][C:16]2[CH:17]=[CH:18][CH:19]=[C:20]([OH:21])[C:15]=2[CH2:14][CH2:13]1)[CH2:5][CH2:6][C:7]1[S:11][CH:10]=[CH:9][CH:8]=1.[ClH:23], predict the reactants needed to synthesize it. The reactants are: [CH3:1][CH2:2][CH2:3][N:4]([C@@H:12]1[CH2:22][C:16]2[CH:17]=[CH:18][CH:19]=[C:20]([OH:21])[C:15]=2[CH2:14][CH2:13]1)[CH2:5][CH2:6][C:7]1[S:11][CH:10]=[CH:9][CH:8]=1.[ClH:23]. (3) Given the product [Cl:5][C:6]1[C:19]([Cl:20])=[CH:18][CH:17]=[CH:16][C:7]=1[CH:8]=[C:9]1[NH:13][C:12](=[O:14])[C:11](=[N:1][OH:3])[C:10]1=[O:15], predict the reactants needed to synthesize it. The reactants are: [N:1]([O-:3])=O.[Na+].[Cl:5][C:6]1[C:19]([Cl:20])=[CH:18][CH:17]=[CH:16][C:7]=1[CH:8]=[C:9]1[NH:13][C:12](=[O:14])[CH:11]=[C:10]1[OH:15]. (4) Given the product [CH:34]1([NH:33][C:29]2[CH:28]=[C:27]([C:25]3[CH:24]=[C:23]([NH:40][C:41]([NH:43][C:44]4[CH:49]=[CH:48][CH:47]=[CH:46][CH:45]=4)=[O:42])[CH:22]=[C:21]([N:18]4[CH2:19][CH2:20][NH:15][CH2:16][CH2:17]4)[N:26]=3)[CH:32]=[CH:31][N:30]=2)[CH2:39][CH2:38][CH2:37][CH2:36][CH2:35]1, predict the reactants needed to synthesize it. The reactants are: C(O)(C(F)(F)F)=O.C(OC([N:15]1[CH2:20][CH2:19][N:18]([C:21]2[N:26]=[C:25]([C:27]3[CH:32]=[CH:31][N:30]=[C:29]([NH:33][CH:34]4[CH2:39][CH2:38][CH2:37][CH2:36][CH2:35]4)[CH:28]=3)[CH:24]=[C:23]([NH:40][C:41]([NH:43][C:44]3[CH:49]=[CH:48][CH:47]=[CH:46][CH:45]=3)=[O:42])[CH:22]=2)[CH2:17][CH2:16]1)=O)(C)(C)C. (5) Given the product [F:1][C:2]1[CH:3]=[C:4]2[C:8](=[CH:9][CH:10]=1)[C:7](=[O:11])[CH:6]([CH2:13][C:12]([OH:16])=[O:15])[CH2:5]2, predict the reactants needed to synthesize it. The reactants are: [F:1][C:2]1[CH:3]=[C:4]2[C:8](=[CH:9][CH:10]=1)[C:7](=[O:11])[CH2:6][CH2:5]2.[C:12]([OH:16])(=[O:15])[CH:13]=O.S(=O)(=O)(O)O.O.